Dataset: Forward reaction prediction with 1.9M reactions from USPTO patents (1976-2016). Task: Predict the product of the given reaction. (1) Given the reactants CC1C=CC(S(O[CH2:12][CH2:13][CH2:14][C:15]2[C:23]3[C:18](=[CH:19][CH:20]=[C:21]([C:24]#[N:25])[CH:22]=3)[NH:17][CH:16]=2)(=O)=O)=CC=1.[CH3:26][CH:27]1[NH:32][CH2:31][CH2:30][N:29]([C:33]2[N:38]=[C:37]([C:39]([NH2:41])=[O:40])[CH:36]=[CH:35][N:34]=2)[CH2:28]1.C(=O)([O-])[O-].[K+].[K+].[I-].[K+], predict the reaction product. The product is: [C:24]([C:21]1[CH:22]=[C:23]2[C:18](=[CH:19][CH:20]=1)[NH:17][CH:16]=[C:15]2[CH2:14][CH2:13][CH2:12][N:32]1[CH2:31][CH2:30][N:29]([C:33]2[N:38]=[C:37]([C:39]([NH2:41])=[O:40])[CH:36]=[CH:35][N:34]=2)[CH2:28][CH:27]1[CH3:26])#[N:25]. (2) Given the reactants [Br:1][C:2]1(F)[CH:7]=[CH:6][CH:5]=[CH:4][NH:3]1.Cl.[F:10][CH:11]([F:15])[CH2:12][NH:13][CH3:14].CCN(C(C)C)C(C)C, predict the reaction product. The product is: [Br:1][C:2]1[N:3]=[C:4]([N:13]([CH2:12][CH:11]([F:15])[F:10])[CH3:14])[CH:5]=[CH:6][CH:7]=1. (3) Given the reactants Br[C:2]1[C:10]2[C:9](Cl)=[N:8][CH:7]=[N:6][C:5]=2[S:4][C:3]=1[C:12]1[O:13][C:14]([Cl:17])=[CH:15][CH:16]=1.[F:18][C:19]1[CH:24]=[CH:23][C:22]([CH2:25][C@@H:26]([OH:32])[C:27]([O:29][CH2:30][CH3:31])=[O:28])=[C:21]([O:33][CH3:34])[CH:20]=1.C(=O)([O-])[O-].[Cs+].[Cs+].[Cl:41][C:42]1[C:57]([CH3:58])=[C:56](B2OC(C)(C)C(C)(C)O2)[CH:55]=[CH:54][C:43]=1[O:44][CH2:45][CH2:46][N:47]1[CH2:52][CH2:51][N:50]([CH3:53])[CH2:49][CH2:48]1, predict the reaction product. The product is: [Cl:17][C:14]1[O:13][C:12]([C:3]2[S:4][C:5]3[N:6]=[CH:7][N:8]=[C:9]([O:32][C@H:26]([CH2:25][C:22]4[CH:23]=[CH:24][C:19]([F:18])=[CH:20][C:21]=4[O:33][CH3:34])[C:27]([O:29][CH2:30][CH3:31])=[O:28])[C:10]=3[C:2]=2[C:56]2[CH:55]=[CH:54][C:43]([O:44][CH2:45][CH2:46][N:47]3[CH2:52][CH2:51][N:50]([CH3:53])[CH2:49][CH2:48]3)=[C:42]([Cl:41])[C:57]=2[CH3:58])=[CH:16][CH:15]=1.